From a dataset of NCI-60 drug combinations with 297,098 pairs across 59 cell lines. Regression. Given two drug SMILES strings and cell line genomic features, predict the synergy score measuring deviation from expected non-interaction effect. (1) Synergy scores: CSS=12.0, Synergy_ZIP=-4.26, Synergy_Bliss=-2.65, Synergy_Loewe=-7.06, Synergy_HSA=-2.02. Cell line: PC-3. Drug 2: CN(CCCl)CCCl.Cl. Drug 1: CCC(=C(C1=CC=CC=C1)C2=CC=C(C=C2)OCCN(C)C)C3=CC=CC=C3.C(C(=O)O)C(CC(=O)O)(C(=O)O)O. (2) Cell line: HOP-62. Synergy scores: CSS=21.6, Synergy_ZIP=3.72, Synergy_Bliss=2.85, Synergy_Loewe=1.39, Synergy_HSA=-0.759. Drug 2: C1=CC(=CC=C1CC(C(=O)O)N)N(CCCl)CCCl.Cl. Drug 1: CC1C(C(CC(O1)OC2CC(CC3=C2C(=C4C(=C3O)C(=O)C5=C(C4=O)C(=CC=C5)OC)O)(C(=O)CO)O)N)O.Cl. (3) Cell line: SF-539. Synergy scores: CSS=11.0, Synergy_ZIP=0.350, Synergy_Bliss=1.37, Synergy_Loewe=-19.1, Synergy_HSA=1.70. Drug 2: CCC1(CC2CC(C3=C(CCN(C2)C1)C4=CC=CC=C4N3)(C5=C(C=C6C(=C5)C78CCN9C7C(C=CC9)(C(C(C8N6C)(C(=O)OC)O)OC(=O)C)CC)OC)C(=O)OC)O.OS(=O)(=O)O. Drug 1: CC1CCC2CC(C(=CC=CC=CC(CC(C(=O)C(C(C(=CC(C(=O)CC(OC(=O)C3CCCCN3C(=O)C(=O)C1(O2)O)C(C)CC4CCC(C(C4)OC)O)C)C)O)OC)C)C)C)OC. (4) Drug 1: CC1=C2C(C(=O)C3(C(CC4C(C3C(C(C2(C)C)(CC1OC(=O)C(C(C5=CC=CC=C5)NC(=O)OC(C)(C)C)O)O)OC(=O)C6=CC=CC=C6)(CO4)OC(=O)C)OC)C)OC. Drug 2: CC(CN1CC(=O)NC(=O)C1)N2CC(=O)NC(=O)C2. Cell line: RPMI-8226. Synergy scores: CSS=71.5, Synergy_ZIP=-0.173, Synergy_Bliss=-0.726, Synergy_Loewe=-5.21, Synergy_HSA=2.85. (5) Drug 1: CCCS(=O)(=O)NC1=C(C(=C(C=C1)F)C(=O)C2=CNC3=C2C=C(C=N3)C4=CC=C(C=C4)Cl)F. Drug 2: C1CC(=O)NC(=O)C1N2C(=O)C3=CC=CC=C3C2=O. Cell line: SW-620. Synergy scores: CSS=-15.8, Synergy_ZIP=10.7, Synergy_Bliss=2.41, Synergy_Loewe=-15.5, Synergy_HSA=-16.3. (6) Drug 1: CC1C(C(CC(O1)OC2CC(CC3=C2C(=C4C(=C3O)C(=O)C5=C(C4=O)C(=CC=C5)OC)O)(C(=O)C)O)N)O.Cl. Drug 2: COC1=C2C(=CC3=C1OC=C3)C=CC(=O)O2. Cell line: SR. Synergy scores: CSS=72.8, Synergy_ZIP=12.0, Synergy_Bliss=12.9, Synergy_Loewe=-36.0, Synergy_HSA=13.5. (7) Drug 1: C1=C(C(=O)NC(=O)N1)N(CCCl)CCCl. Drug 2: CC(C)(C#N)C1=CC(=CC(=C1)CN2C=NC=N2)C(C)(C)C#N. Cell line: SF-539. Synergy scores: CSS=37.8, Synergy_ZIP=0.248, Synergy_Bliss=-6.09, Synergy_Loewe=-2.97, Synergy_HSA=-4.40. (8) Drug 1: CCC(=C(C1=CC=CC=C1)C2=CC=C(C=C2)OCCN(C)C)C3=CC=CC=C3.C(C(=O)O)C(CC(=O)O)(C(=O)O)O. Drug 2: CCC1=C2CN3C(=CC4=C(C3=O)COC(=O)C4(CC)O)C2=NC5=C1C=C(C=C5)O. Cell line: T-47D. Synergy scores: CSS=-3.20, Synergy_ZIP=-3.13, Synergy_Bliss=4.19, Synergy_Loewe=-19.4, Synergy_HSA=-6.10. (9) Drug 1: C(CC(=O)O)C(=O)CN.Cl. Drug 2: CC(C)NC(=O)C1=CC=C(C=C1)CNNC.Cl. Cell line: OVCAR-8. Synergy scores: CSS=-5.86, Synergy_ZIP=6.96, Synergy_Bliss=6.30, Synergy_Loewe=0.798, Synergy_HSA=-2.33. (10) Drug 1: CC1CCC2CC(C(=CC=CC=CC(CC(C(=O)C(C(C(=CC(C(=O)CC(OC(=O)C3CCCCN3C(=O)C(=O)C1(O2)O)C(C)CC4CCC(C(C4)OC)OCCO)C)C)O)OC)C)C)C)OC. Drug 2: CN1C2=C(C=C(C=C2)N(CCCl)CCCl)N=C1CCCC(=O)O.Cl. Cell line: SF-539. Synergy scores: CSS=22.9, Synergy_ZIP=-5.47, Synergy_Bliss=1.74, Synergy_Loewe=-71.8, Synergy_HSA=2.20.